From a dataset of Full USPTO retrosynthesis dataset with 1.9M reactions from patents (1976-2016). Predict the reactants needed to synthesize the given product. (1) The reactants are: Cl.[Cl:2][C:3]1[C:4]([C:51]([F:54])([F:53])[F:52])=[CH:5][C:6]2[N:10]=[C:9]([CH2:11][CH:12]3[CH2:15][CH:14]([CH2:16][N:17]([CH2:21][C@@H:22]4[C@H:26]5[O:27]C(C)(C)[O:29][C@H:25]5[C@H:24]([N:32]5[C:36]6[N:37]=[CH:38][N:39]=[C:40]([NH2:41])[C:35]=6[CH:34]=[CH:33]5)[CH2:23]4)[CH:18]([CH3:20])[CH3:19])[CH2:13]3)[N:8](COCC[Si](C)(C)C)[C:7]=2[CH:50]=1. Given the product [NH2:41][C:40]1[C:35]2[CH:34]=[CH:33][N:32]([C@@H:24]3[CH2:23][C@H:22]([CH2:21][N:17]([CH2:16][CH:14]4[CH2:15][CH:12]([CH2:11][C:9]5[NH:8][C:7]6[CH:50]=[C:3]([Cl:2])[C:4]([C:51]([F:53])([F:52])[F:54])=[CH:5][C:6]=6[N:10]=5)[CH2:13]4)[CH:18]([CH3:20])[CH3:19])[C@@H:26]([OH:27])[C@H:25]3[OH:29])[C:36]=2[N:37]=[CH:38][N:39]=1, predict the reactants needed to synthesize it. (2) The reactants are: [OH:1][CH:2]1[CH2:7][CH2:6][O:5][CH2:4][CH2:3]1.O[C:9]1[CH:10]=[C:11]([CH:17]=[CH:18][CH:19]=1)[C:12]([O:14]CC)=[O:13]. Given the product [O:5]1[CH2:6][CH2:7][CH:2]([O:1][C:9]2[CH:10]=[C:11]([CH:17]=[CH:18][CH:19]=2)[C:12]([OH:14])=[O:13])[CH2:3][CH2:4]1, predict the reactants needed to synthesize it. (3) Given the product [Br:28][C:29]1[CH:30]=[CH:31][C:32]([O:47][CH2:48][C:49]2[CH:50]=[CH:51][CH:52]=[CH:53][CH:54]=2)=[C:33]([C:35]2[S:36][CH:37]=[C:38]([C:40]([CH3:2])([CH3:46])[C:41]([O:43][CH2:44][CH3:45])=[O:42])[N:39]=2)[CH:34]=1, predict the reactants needed to synthesize it. The reactants are: Cl[C:2]1C=CC(OCC2C=CC=CC=2)=C(C2SC=C(C(C)C(OCC)=O)N=2)C=1.[Br:28][C:29]1[CH:30]=[CH:31][C:32]([O:47][CH2:48][C:49]2[CH:54]=[CH:53][CH:52]=[CH:51][CH:50]=2)=[C:33]([C:35]2[S:36][CH:37]=[C:38]([CH:40]([CH3:46])[C:41]([O:43][CH2:44][CH3:45])=[O:42])[N:39]=2)[CH:34]=1. (4) Given the product [CH:12]([CH:10]1[CH2:11][CH:9]1[C:4]1[CH:5]=[CH:6][CH:7]=[CH:8][C:3]=1[C:1]#[N:2])=[O:13], predict the reactants needed to synthesize it. The reactants are: [C:1]([C:3]1[CH:8]=[CH:7][CH:6]=[CH:5][C:4]=1[CH:9]1[CH2:11][CH:10]1[C:12](N(OC)C)=[O:13])#[N:2].[H-].[H-].[H-].[H-].[Li+].[Al+3]. (5) Given the product [CH:1]([OH:3])=[O:2].[CH3:30][C:25]1([CH3:26])[CH:21]([CH2:20][CH2:19][N:16]2[CH2:17][CH2:18][N:13]([C:36]3[CH:37]=[CH:38][C:33]([CH3:32])=[CH:34][CH:35]=3)[CH2:14][CH2:15]2)[O:22][C:23](=[O:31])[CH2:24]1, predict the reactants needed to synthesize it. The reactants are: [CH:1]([OH:3])=[O:2].C(C1C=CC=CC=1[N:13]1[CH2:18][CH2:17][N:16]([CH2:19][CH2:20][CH:21]2[C:25]3([CH2:30]CCC[CH2:26]3)[CH2:24][C:23](=[O:31])[O:22]2)[CH2:15][CH2:14]1)(C)C.[CH3:32][C:33]1[CH:38]=[CH:37][C:36](S(OCCC2C(C)(C)CC(=O)O2)(=O)=O)=[CH:35][CH:34]=1.CC1C=CC(S(OCCCC2CC3(CCCCC3)C(=O)O2)(=O)=O)=CC=1.C1(C)C=CC(N2CCNCC2)=CC=1.C(C1C=CC=CC=1N1CCNCC1)(C)C. (6) Given the product [CH3:24][O:25][CH2:26][CH2:27][N:28]1[CH2:34][CH2:33][C:32]2[CH:35]=[C:36]([NH:39][C:2]3[N:7]=[C:6]([NH:8][C:9]4[C:18]([CH3:19])=[CH:17][CH:16]=[CH:15][C:10]=4[C:11]([NH:13][CH3:14])=[O:12])[C:5]([C:20]([F:23])([F:22])[F:21])=[CH:4][N:3]=3)[CH:37]=[CH:38][C:31]=2[CH2:30][CH2:29]1, predict the reactants needed to synthesize it. The reactants are: Cl[C:2]1[N:7]=[C:6]([NH:8][C:9]2[C:18]([CH3:19])=[CH:17][CH:16]=[CH:15][C:10]=2[C:11]([NH:13][CH3:14])=[O:12])[C:5]([C:20]([F:23])([F:22])[F:21])=[CH:4][N:3]=1.[CH3:24][O:25][CH2:26][CH2:27][N:28]1[CH2:34][CH2:33][C:32]2[CH:35]=[C:36]([NH2:39])[CH:37]=[CH:38][C:31]=2[CH2:30][CH2:29]1.